Predict the product of the given reaction. From a dataset of Forward reaction prediction with 1.9M reactions from USPTO patents (1976-2016). (1) Given the reactants Cl.Cl.[CH3:3][C:4]1[S:5][C:6]2[CH:12]=[C:11]([CH2:13][CH2:14][CH2:15][NH2:16])[CH:10]=[CH:9][C:7]=2[N:8]=1.[C:17]([O:21][C:22](=[O:35])[C@H:23](C)[CH2:24][C:25]1([C:31](O)=[O:32])[CH2:30][CH2:29][CH2:28][CH2:27][CH2:26]1)([CH3:20])([CH3:19])[CH3:18], predict the reaction product. The product is: [CH3:3][C:4]1[S:5][C:6]2[CH:12]=[C:11]([CH2:13][CH2:14][CH2:15][NH:16][C:31]([C:25]3([CH2:24][CH2:23][C:22]([O:21][C:17]([CH3:20])([CH3:19])[CH3:18])=[O:35])[CH2:30][CH2:29][CH2:28][CH2:27][CH2:26]3)=[O:32])[CH:10]=[CH:9][C:7]=2[N:8]=1. (2) The product is: [CH:3]1[C:4]2[N:26]([C:25]3[CH:20]=[CH:21][C:22]([C:50]4[CH:49]=[CH:27][C:15]([N:26]5[C:25]6[CH:24]=[CH:23][CH:22]=[CH:21][C:20]=6[C:19]6[C:27]5=[CH:15][CH:16]=[CH:17][CH:18]=6)=[CH:16][CH:17]=4)=[CH:23][CH:24]=3)[C:13]3[C:8](=[CH:9][CH:10]=[CH:11][CH:12]=3)[C:5]=2[CH:6]=[CH:7][CH:2]=1. Given the reactants I[C:2]1[CH:7]=[CH:6][C:5]([C:8]2[CH:13]=[CH:12][C:11](I)=[CH:10][CH:9]=2)=[CH:4][CH:3]=1.[CH:15]1[C:27]2[NH:26][C:25]3[C:20](=[CH:21][CH:22]=[CH:23][CH:24]=3)[C:19]=2[CH:18]=[CH:17][CH:16]=1.C([O-])([O-])=O.[K+].[K+].C1O[CH2:50][CH2:49]OCCOCCOCCOCCOC1, predict the reaction product. (3) Given the reactants [Cl:1][C:2]1[C:3]([C:7]([F:10])([F:9])[F:8])=[N:4][NH:5][CH:6]=1.Cl[CH2:12][C:13]([N:15]1[CH2:20][CH2:19][CH2:18][C:17]2[N:21]([C:24]3[CH:29]=[CH:28][C:27]([F:30])=[CH:26][CH:25]=3)[N:22]=[CH:23][C:16]1=2)=[O:14].C([O-])([O-])=O.[K+].[K+], predict the reaction product. The product is: [Cl:1][C:2]1[C:3]([C:7]([F:10])([F:9])[F:8])=[N:4][N:5]([CH2:12][C:13]([N:15]2[CH2:20][CH2:19][CH2:18][C:17]3[N:21]([C:24]4[CH:25]=[CH:26][C:27]([F:30])=[CH:28][CH:29]=4)[N:22]=[CH:23][C:16]2=3)=[O:14])[CH:6]=1. (4) Given the reactants [F:1][C:2]([F:15])([C:8]1[CH:13]=[CH:12][CH:11]=[C:10]([OH:14])[CH:9]=1)[C:3]([O:5][CH2:6][CH3:7])=[O:4].CS(O[CH2:21][CH2:22][N:23]1[CH2:28][CH2:27][C:26]([F:30])([F:29])[CH2:25][CH2:24]1)(=O)=O.C(=O)([O-])[O-].[K+].[K+], predict the reaction product. The product is: [F:29][C:26]1([F:30])[CH2:27][CH2:28][N:23]([CH2:22][CH2:21][O:14][C:10]2[CH:9]=[C:8]([C:2]([F:15])([F:1])[C:3]([O:5][CH2:6][CH3:7])=[O:4])[CH:13]=[CH:12][CH:11]=2)[CH2:24][CH2:25]1. (5) Given the reactants [CH2:1]([O:3][C:4](=[O:21])[CH2:5][N:6]([CH2:14][C:15]1[CH:20]=[CH:19][CH:18]=[CH:17][CH:16]=1)[CH2:7][C:8]1[CH:13]=[CH:12][CH:11]=[CH:10][CH:9]=1)[CH3:2].C([N-]C(C)C)(C)C.[Li+].[C:30]1([CH2:36][CH:37]=[O:38])[CH:35]=[CH:34][CH:33]=[CH:32][CH:31]=1.O, predict the reaction product. The product is: [CH2:1]([O:3][C:4](=[O:21])[CH:5]([N:6]([CH2:7][C:8]1[CH:9]=[CH:10][CH:11]=[CH:12][CH:13]=1)[CH2:14][C:15]1[CH:20]=[CH:19][CH:18]=[CH:17][CH:16]=1)[CH:37]([OH:38])[CH2:36][C:30]1[CH:35]=[CH:34][CH:33]=[CH:32][CH:31]=1)[CH3:2]. (6) The product is: [O:39]=[S:30]1(=[O:38])[C:31]2[CH:37]=[CH:36][CH:35]=[CH:34][C:32]=2[CH2:33][N:27]([C:18]2[CH:17]=[C:16]([NH:15][C:53]([CH:49]3[CH2:50][CH2:51][CH2:52][NH:47][CH2:48]3)=[O:54])[C:25]3[C:20](=[CH:21][CH:22]=[C:23]([CH3:26])[CH:24]=3)[N:19]=2)[CH2:28][CH2:29]1. Given the reactants C(N(CC1C=CC=CC=1)C1(C[NH:15][C:16]2[C:25]3[C:20](=[CH:21][CH:22]=[C:23]([CH3:26])[CH:24]=3)[N:19]=[C:18]([N:27]3[CH2:33][C:32]4[CH:34]=[CH:35][CH:36]=[CH:37][C:31]=4[S:30](=[O:39])(=[O:38])[CH2:29][CH2:28]3)[CH:17]=2)CCOC1)C1C=CC=CC=1.[NH:47]1[CH2:52][CH2:51][CH2:50][CH:49]([C:53](N)=[O:54])[CH2:48]1, predict the reaction product. (7) Given the reactants [CH3:1][N:2]([CH2:13][C@@H:14]([NH:23]C(=O)OC(C)(C)C)[CH2:15][CH:16]1[CH2:21][CH2:20][C:19](=[O:22])[CH2:18][CH2:17]1)[C:3]([O:5][CH2:6][C:7]1[CH:12]=[CH:11][CH:10]=[CH:9][CH:8]=1)=[O:4], predict the reaction product. The product is: [NH2:23][C@@H:14]([CH2:15][CH:16]1[CH2:21][CH2:20][C:19](=[O:22])[CH2:18][CH2:17]1)[CH2:13][N:2]([CH3:1])[C:3](=[O:4])[O:5][CH2:6][C:7]1[CH:8]=[CH:9][CH:10]=[CH:11][CH:12]=1.